Dataset: Full USPTO retrosynthesis dataset with 1.9M reactions from patents (1976-2016). Task: Predict the reactants needed to synthesize the given product. (1) Given the product [CH2:30]([NH:32][CH2:33][CH2:34][NH:35][C:4]([C:6]1[NH:7][C:8]2[C:13]([CH:14]=1)=[CH:12][C:11]([N+:15]([O-:17])=[O:16])=[CH:10][CH:9]=2)=[O:5])[CH3:31], predict the reactants needed to synthesize it. The reactants are: C(O[C:4]([C:6]1[NH:7][C:8]2[C:13]([CH:14]=1)=[CH:12][C:11]([N+:15]([O-:17])=[O:16])=[CH:10][CH:9]=2)=[O:5])C.C1(C)C=CC=CC=1.CCOCC.[CH2:30]([NH:32][CH2:33][CH2:34][NH2:35])[CH3:31]. (2) Given the product [Cl:1][C:2]1[CH:3]=[C:4]([F:24])[C:5]([C:18]2[N:19]=[N:20][N:21]([CH3:23])[N:22]=2)=[C:6]([C:8]2[CH:9]=[C:10]([F:17])[C:11]([C@H:14]([NH:16][C:31]([C:28]3([OH:34])[CH2:29][CH2:30][C:26]([F:35])([F:25])[CH2:27]3)=[O:32])[CH3:15])=[N:12][CH:13]=2)[CH:7]=1, predict the reactants needed to synthesize it. The reactants are: [Cl:1][C:2]1[CH:3]=[C:4]([F:24])[C:5]([C:18]2[N:19]=[N:20][N:21]([CH3:23])[N:22]=2)=[C:6]([C:8]2[CH:9]=[C:10]([F:17])[C:11]([C@H:14]([NH2:16])[CH3:15])=[N:12][CH:13]=2)[CH:7]=1.[F:25][C:26]1([F:35])[CH2:30][CH2:29][C:28]([OH:34])([C:31](O)=[O:32])[CH2:27]1.F[P-](F)(F)(F)(F)F.N1(O[P+](N(C)C)(N(C)C)N(C)C)C2C=CC=CC=2N=N1.C(N(CC)CC)C. (3) Given the product [I:1][C:2]1[CH:3]=[C:4]2[C:8](=[CH:9][CH:10]=1)[N:7]([C:18](=[O:20])[CH3:19])[CH:6]=[CH:5]2, predict the reactants needed to synthesize it. The reactants are: [I:1][C:2]1[CH:3]=[C:4]2[C:8](=[CH:9][CH:10]=1)[NH:7][CH:6]=[CH:5]2.C(N(CC)CC)C.[C:18](OC(=O)C)(=[O:20])[CH3:19].ClCCCl.